This data is from Forward reaction prediction with 1.9M reactions from USPTO patents (1976-2016). The task is: Predict the product of the given reaction. Given the reactants [NH2:1][C:2]1[CH:7]=[C:6]([C:8]2([CH3:20])[CH:13]3[CH:9]2[CH2:10][N:11]([CH2:14][CH2:15][CH2:16][CH2:17][CH2:18][CH3:19])[CH2:12]3)[CH:5]=[CH:4][C:3]=1[NH2:21].[OH-].[Na+].[CH:24](O)=O, predict the reaction product. The product is: [NH3:1].[CH2:14]([N:11]1[CH2:10][CH:9]2[CH:13]([C:8]2([C:6]2[CH:5]=[CH:4][C:3]3[NH:21][CH:24]=[N:1][C:2]=3[CH:7]=2)[CH3:20])[CH2:12]1)[CH2:15][CH2:16][CH2:17][CH2:18][CH3:19].